From a dataset of CYP2C9 inhibition data for predicting drug metabolism from PubChem BioAssay. Regression/Classification. Given a drug SMILES string, predict its absorption, distribution, metabolism, or excretion properties. Task type varies by dataset: regression for continuous measurements (e.g., permeability, clearance, half-life) or binary classification for categorical outcomes (e.g., BBB penetration, CYP inhibition). Dataset: cyp2c9_veith. (1) The compound is COc1ccc(NC(=O)NC2CC3CCCC(C2)N3Cc2ccccc2)cc1. The result is 0 (non-inhibitor). (2) The drug is CN(C)Cc1ccccc1-c1cncnc1Nc1ccc(F)cc1. The result is 0 (non-inhibitor). (3) The compound is COc1ncc2ncc(=O)n(CCc3ccccc3)c2n1. The result is 1 (inhibitor). (4) The molecule is CCOC(=O)CCN1C(=O)[C@@H]2[C@@H](CC[C@@H]3C(=O)C=C[C@@H](O)[C@H]32)C1=O. The result is 0 (non-inhibitor). (5) The molecule is CCOC(=O)C1CCCN(C(=O)CCCOc2cc(=O)n(C)c3ccccc23)C1. The result is 0 (non-inhibitor). (6) The drug is Cc1cccc(NC(=O)Cn2c(=O)n3nc(CCn4nc(C)cc4C)nc3c3ccccc32)c1. The result is 1 (inhibitor).